From a dataset of Forward reaction prediction with 1.9M reactions from USPTO patents (1976-2016). Predict the product of the given reaction. (1) Given the reactants Cl[C:2]1[CH:3]=[CH:4][C:5]2[N:6]([C:8]([C:12]([O:14][CH2:15][CH3:16])=[O:13])=[C:9]([OH:11])[N:10]=2)[N:7]=1.[F:17][C:18]([F:29])([F:28])[C:19]1[CH:24]=[CH:23][CH:22]=[CH:21][C:20]=1B(O)O.[O-]P([O-])([O-])=O.[K+].[K+].[K+].CC(C1C=C(C(C)C)C(C2C=CC=CC=2P(C2CCCCC2)C2CCCCC2)=C(C(C)C)C=1)C, predict the reaction product. The product is: [OH:11][C:9]1[N:10]=[C:5]2[CH:4]=[CH:3][C:2]([C:20]3[CH:21]=[CH:22][CH:23]=[CH:24][C:19]=3[C:18]([F:29])([F:28])[F:17])=[N:7][N:6]2[C:8]=1[C:12]([O:14][CH2:15][CH3:16])=[O:13]. (2) Given the reactants [CH2:1]([O:8][C:9]1[CH:19]=[CH:18][C:17]([C:20]2[CH:29]=[CH:28][C:27]3[C:22](=[CH:23][CH:24]=[C:25]([O:30][CH3:31])[CH:26]=3)[C:21]=2[O:32][C:33]2[CH:38]=[CH:37][C:36]([O:39][CH2:40][CH2:41][N:42]3[CH2:47][CH2:46][CH2:45][CH2:44][CH2:43]3)=[CH:35][CH:34]=2)=[CH:16][C:10]=1[C:11]([N:13]([CH3:15])[CH3:14])=[O:12])[C:2]1[CH:7]=[CH:6][CH:5]=[CH:4][CH:3]=1.[ClH:48], predict the reaction product. The product is: [ClH:48].[CH2:1]([O:8][C:9]1[CH:19]=[CH:18][C:17]([C:20]2[CH:29]=[CH:28][C:27]3[C:22](=[CH:23][CH:24]=[C:25]([O:30][CH3:31])[CH:26]=3)[C:21]=2[O:32][C:33]2[CH:34]=[CH:35][C:36]([O:39][CH2:40][CH2:41][N:42]3[CH2:43][CH2:44][CH2:45][CH2:46][CH2:47]3)=[CH:37][CH:38]=2)=[CH:16][C:10]=1[C:11]([N:13]([CH3:14])[CH3:15])=[O:12])[C:2]1[CH:3]=[CH:4][CH:5]=[CH:6][CH:7]=1.